Dataset: Forward reaction prediction with 1.9M reactions from USPTO patents (1976-2016). Task: Predict the product of the given reaction. Given the reactants [Cl:1][C:2]1[CH:34]=[CH:33][C:5]([C:6]([N:8]([CH2:24][C:25]([N:27]2[CH2:32][CH2:31][O:30][CH2:29][CH2:28]2)=[O:26])[C:9]2[CH:13]=[C:12]([C:14]#[C:15][C:16]([CH3:19])([CH3:18])[CH3:17])[S:11][C:10]=2[C:20]([O:22]C)=[O:21])=[O:7])=[CH:4][CH:3]=1.C1COCC1.O[Li].O.Cl, predict the reaction product. The product is: [Cl:1][C:2]1[CH:3]=[CH:4][C:5]([C:6]([N:8]([CH2:24][C:25]([N:27]2[CH2:28][CH2:29][O:30][CH2:31][CH2:32]2)=[O:26])[C:9]2[CH:13]=[C:12]([C:14]#[C:15][C:16]([CH3:18])([CH3:17])[CH3:19])[S:11][C:10]=2[C:20]([OH:22])=[O:21])=[O:7])=[CH:33][CH:34]=1.